The task is: Predict the product of the given reaction.. This data is from Forward reaction prediction with 1.9M reactions from USPTO patents (1976-2016). (1) Given the reactants [S:1]1[CH:5]=[CH:4][CH:3]=[C:2]1[CH:6]=O.[CH3:8][O:9][CH2:10][CH2:11][NH2:12].[C:13]1(=[O:24])[O:19][C:17](=O)[C:16]2=[CH:20][CH:21]=[CH:22][CH:23]=[C:15]2[CH2:14]1.[O:25]1[CH:29]=[CH:28][CH:27]=[C:26]1[C:30]1[CH:36]=[CH:35][C:33]([NH2:34])=[CH:32][CH:31]=1, predict the reaction product. The product is: [O:25]1[CH:29]=[CH:28][CH:27]=[C:26]1[C:30]1[CH:36]=[CH:35][C:33]([NH:34][C:13]([CH:14]2[C:15]3[C:16](=[CH:20][CH:21]=[CH:22][CH:23]=3)[C:17](=[O:19])[N:12]([CH2:11][CH2:10][O:9][CH3:8])[CH:6]2[C:2]2[S:1][CH:5]=[CH:4][CH:3]=2)=[O:24])=[CH:32][CH:31]=1. (2) Given the reactants C([O:8][N:9]1[C:18]2[C:13](=[CH:14][CH:15]=[CH:16][N:17]=2)[C:12]([C:19]2[CH:20]=[N:21][NH:22][CH:23]=2)=[CH:11][C:10]1=[O:24])C1C=CC=CC=1.O.[BrH:26].CC(O)=O, predict the reaction product. The product is: [BrH:26].[OH:8][N:9]1[C:18]2[C:13](=[CH:14][CH:15]=[CH:16][N:17]=2)[C:12]([C:19]2[CH:23]=[N:22][NH:21][CH:20]=2)=[CH:11][C:10]1=[O:24]. (3) Given the reactants [NH2:1][CH2:2][N:3]1[CH2:7][CH:6]([CH2:8][CH2:9][CH3:10])[CH2:5][C:4]1=[O:11].F[C:13]1[CH:18]=[CH:17][CH:16]=[CH:15][C:14]=1[N+:19]([O-:21])=[O:20].C(N(CC)CC)C, predict the reaction product. The product is: [N+:19]([C:14]1[CH:15]=[CH:16][CH:17]=[CH:18][C:13]=1[NH:1][CH2:2][N:3]1[CH2:7][CH:6]([CH2:8][CH2:9][CH3:10])[CH2:5][C:4]1=[O:11])([O-:21])=[O:20]. (4) Given the reactants [OH:1][C:2]1[CH:3]=[C:4]([CH:10]=[CH:11][C:12]([OH:14])=[O:13])[CH:5]=[CH:6][C:7]=1[O:8][CH3:9].CCOC(C)=O.[H][H], predict the reaction product. The product is: [OH:1][C:2]1[CH:3]=[C:4]([CH2:10][CH2:11][C:12]([OH:14])=[O:13])[CH:5]=[CH:6][C:7]=1[O:8][CH3:9].